From a dataset of Peptide-MHC class I binding affinity with 185,985 pairs from IEDB/IMGT. Regression. Given a peptide amino acid sequence and an MHC pseudo amino acid sequence, predict their binding affinity value. This is MHC class I binding data. (1) The peptide sequence is AVLSEYETM. The MHC is HLA-A02:02 with pseudo-sequence HLA-A02:02. The binding affinity (normalized) is 0.358. (2) The peptide sequence is RAFGRDWRY. The MHC is HLA-A25:01 with pseudo-sequence HLA-A25:01. The binding affinity (normalized) is 0.0847. (3) The peptide sequence is RVRDNMTKK. The MHC is HLA-B07:02 with pseudo-sequence HLA-B07:02. The binding affinity (normalized) is 0.286. (4) The peptide sequence is ISIIVLFQR. The binding affinity (normalized) is 0.281. The MHC is HLA-A02:01 with pseudo-sequence HLA-A02:01. (5) The peptide sequence is AETESATLF. The MHC is HLA-A02:11 with pseudo-sequence HLA-A02:11. The binding affinity (normalized) is 0.0847. (6) The peptide sequence is KPFNNILNLI. The MHC is HLA-B53:01 with pseudo-sequence HLA-B53:01. The binding affinity (normalized) is 0. (7) The peptide sequence is EFIPNLFCM. The MHC is HLA-A66:01 with pseudo-sequence HLA-A66:01. The binding affinity (normalized) is 0.213.